This data is from NCI-60 drug combinations with 297,098 pairs across 59 cell lines. The task is: Regression. Given two drug SMILES strings and cell line genomic features, predict the synergy score measuring deviation from expected non-interaction effect. (1) Drug 1: C1=CN(C(=O)N=C1N)C2C(C(C(O2)CO)O)O.Cl. Drug 2: CCC1(CC2CC(C3=C(CCN(C2)C1)C4=CC=CC=C4N3)(C5=C(C=C6C(=C5)C78CCN9C7C(C=CC9)(C(C(C8N6C=O)(C(=O)OC)O)OC(=O)C)CC)OC)C(=O)OC)O.OS(=O)(=O)O. Cell line: MOLT-4. Synergy scores: CSS=72.8, Synergy_ZIP=-0.830, Synergy_Bliss=-1.61, Synergy_Loewe=-2.27, Synergy_HSA=-1.49. (2) Drug 1: C1=CC(=CC=C1CCC2=CNC3=C2C(=O)NC(=N3)N)C(=O)NC(CCC(=O)O)C(=O)O. Cell line: HOP-62. Synergy scores: CSS=45.5, Synergy_ZIP=-3.35, Synergy_Bliss=-1.25, Synergy_Loewe=0.687, Synergy_HSA=4.18. Drug 2: C1=C(C(=O)NC(=O)N1)F. (3) Drug 1: CC12CCC(CC1=CCC3C2CCC4(C3CC=C4C5=CN=CC=C5)C)O. Drug 2: CC1=C2C(C(=O)C3(C(CC4C(C3C(C(C2(C)C)(CC1OC(=O)C(C(C5=CC=CC=C5)NC(=O)OC(C)(C)C)O)O)OC(=O)C6=CC=CC=C6)(CO4)OC(=O)C)OC)C)OC. Cell line: U251. Synergy scores: CSS=61.0, Synergy_ZIP=10.4, Synergy_Bliss=9.21, Synergy_Loewe=-6.79, Synergy_HSA=10.8. (4) Drug 1: C1=CC(=CC=C1C#N)C(C2=CC=C(C=C2)C#N)N3C=NC=N3. Drug 2: C1CC(C1)(C(=O)O)C(=O)O.[NH2-].[NH2-].[Pt+2]. Cell line: IGROV1. Synergy scores: CSS=19.0, Synergy_ZIP=-8.43, Synergy_Bliss=-9.75, Synergy_Loewe=-2.22, Synergy_HSA=-4.58.